From a dataset of Reaction yield outcomes from USPTO patents with 853,638 reactions. Predict the reaction yield, written as a fraction of the theoretical maximum amount of product (1.0 means a 100% yield; for example, 0.34 means a 34% yield). (1) The reactants are [CH3:1][O:2][C:3]([C:5]1[CH:6]=[CH:7][C:8]([N+:14]([O-:16])=[O:15])=[C:9]([CH:13]=1)[C:10]([OH:12])=O)=[O:4].C(N(CC)CC)C.F[P-](F)(F)(F)(F)F.FC(N(C)C)=[N+](C)C.[C:39]([NH2:48])([C:42]1[CH:47]=[CH:46][CH:45]=[CH:44][CH:43]=1)([CH3:41])[CH3:40]. The yield is 0.700. The product is [N+:14]([C:8]1[CH:7]=[CH:6][C:5]([C:3]([O:2][CH3:1])=[O:4])=[CH:13][C:9]=1[C:10](=[O:12])[NH:48][C:39]([C:42]1[CH:47]=[CH:46][CH:45]=[CH:44][CH:43]=1)([CH3:41])[CH3:40])([O-:16])=[O:15]. The catalyst is O.CN(C=O)C. (2) The reactants are FC(F)(F)C(O)=O.[C:8]([C@@H:10]([NH:22]C(=O)OC(C)(C)C)[CH2:11][C:12]1[CH:17]=[CH:16][C:15]([O:18][CH:19]([CH3:21])[CH3:20])=[CH:14][CH:13]=1)#[N:9]. The catalyst is C(Cl)Cl. The product is [NH2:22][C@@H:10]([CH2:11][C:12]1[CH:13]=[CH:14][C:15]([O:18][CH:19]([CH3:21])[CH3:20])=[CH:16][CH:17]=1)[C:8]#[N:9]. The yield is 0.900. (3) The reactants are [CH2:1]([NH:8][C:9]([C:11]1[S:15][C:14]([C:16]2[O:20][CH:19]=[N:18][CH:17]=2)=[N:13][C:12]=1[CH3:21])=[O:10])[C:2]1[CH:7]=[CH:6][CH:5]=[CH:4][CH:3]=1.C([Li])CCC.II.[Br-].[CH2:30]([Zn+])[C:31]1[CH:36]=[CH:35][CH:34]=[CH:33][CH:32]=1.[Cl-].[NH4+]. The catalyst is O1CCCC1. The product is [CH2:1]([NH:8][C:9]([C:11]1[S:15][C:14]([C:16]2[O:20][C:19]([CH2:30][C:31]3[CH:36]=[CH:35][CH:34]=[CH:33][CH:32]=3)=[N:18][CH:17]=2)=[N:13][C:12]=1[CH3:21])=[O:10])[C:2]1[CH:7]=[CH:6][CH:5]=[CH:4][CH:3]=1. The yield is 0.0500. (4) The reactants are [CH2:1]([O:8][C:9]1[C:18]2[C:13](=[CH:14][CH:15]=[C:16](B3OC(C)(C)C(C)(C)O3)[CH:17]=2)[CH:12]=[CH:11][N:10]=1)[C:2]1[CH:7]=[CH:6][CH:5]=[CH:4][CH:3]=1.Cl[C:29]1[N:34]=[N:33][C:32]([N:35]([CH3:46])[CH:36]2[CH2:41][C:40]([CH3:43])([CH3:42])[NH:39][C:38]([CH3:45])([CH3:44])[CH2:37]2)=[CH:31][CH:30]=1. No catalyst specified. The product is [CH2:1]([O:8][C:9]1[C:18]2[C:13](=[CH:14][CH:15]=[C:16]([C:29]3[N:34]=[N:33][C:32]([N:35]([CH3:46])[CH:36]4[CH2:41][C:40]([CH3:42])([CH3:43])[NH:39][C:38]([CH3:45])([CH3:44])[CH2:37]4)=[CH:31][CH:30]=3)[CH:17]=2)[CH:12]=[CH:11][N:10]=1)[C:2]1[CH:3]=[CH:4][CH:5]=[CH:6][CH:7]=1. The yield is 0.940. (5) The reactants are Br[C:2]1[CH:7]=[CH:6][C:5]([C:8]2[N:12]([C:13]3[CH:18]=[CH:17][C:16]([S:19]([CH3:22])(=[O:21])=[O:20])=[C:15]([F:23])[CH:14]=3)[N:11]=[C:10]([C:24]([F:27])([F:26])[F:25])[CH:9]=2)=[CH:4][CH:3]=1.[O:28]1[CH:32]=[CH:31][C:30](B(O)O)=[CH:29]1.C([O-])(O)=O.[Na+]. The catalyst is COCCOC.C1C=CC(P(C2C=CC=CC=2)C2C=CC=CC=2)=CC=1.C1C=CC(P(C2C=CC=CC=2)C2C=CC=CC=2)=CC=1.Cl[Pd]Cl. The product is [F:23][C:15]1[CH:14]=[C:13]([N:12]2[C:8]([C:5]3[CH:6]=[CH:7][C:2]([C:30]4[CH:31]=[CH:32][O:28][CH:29]=4)=[CH:3][CH:4]=3)=[CH:9][C:10]([C:24]([F:27])([F:26])[F:25])=[N:11]2)[CH:18]=[CH:17][C:16]=1[S:19]([CH3:22])(=[O:21])=[O:20]. The yield is 0.452.